This data is from Peptide-MHC class II binding affinity with 134,281 pairs from IEDB. The task is: Regression. Given a peptide amino acid sequence and an MHC pseudo amino acid sequence, predict their binding affinity value. This is MHC class II binding data. (1) The peptide sequence is GELELQFRRVKCKYP. The MHC is DRB1_1101 with pseudo-sequence DRB1_1101. The binding affinity (normalized) is 0.425. (2) The MHC is DRB1_1501 with pseudo-sequence DRB1_1501. The peptide sequence is EDINVGFKAAVAAAA. The binding affinity (normalized) is 0.590. (3) The peptide sequence is NRNNTFKPFAEYKSDYVYQPFPK. The MHC is DRB1_1302 with pseudo-sequence DRB1_1302. The binding affinity (normalized) is 0.219. (4) The peptide sequence is GELQIVDKIDACFKI. The MHC is DRB5_0101 with pseudo-sequence DRB5_0101. The binding affinity (normalized) is 0.648. (5) The peptide sequence is RNVFDEVIPTAFKIG. The MHC is HLA-DPA10201-DPB11401 with pseudo-sequence HLA-DPA10201-DPB11401. The binding affinity (normalized) is 0.162.